This data is from Full USPTO retrosynthesis dataset with 1.9M reactions from patents (1976-2016). The task is: Predict the reactants needed to synthesize the given product. The reactants are: [CH3:1][S:2]([NH:5][C:6]1[CH:14]=[CH:13][C:9]([C:10]([OH:12])=O)=[CH:8][CH:7]=1)(=[O:4])=[O:3].[Cl:15][C:16]1[C:17]([N:23]2[CH2:28][CH2:27][NH:26][CH2:25][CH2:24]2)=[N:18][CH:19]=[C:20]([Cl:22])[CH:21]=1. Given the product [Cl:15][C:16]1[C:17]([N:23]2[CH2:28][CH2:27][N:26]([C:10]([C:9]3[CH:8]=[CH:7][C:6]([NH:5][S:2]([CH3:1])(=[O:3])=[O:4])=[CH:14][CH:13]=3)=[O:12])[CH2:25][CH2:24]2)=[N:18][CH:19]=[C:20]([Cl:22])[CH:21]=1, predict the reactants needed to synthesize it.